Dataset: Catalyst prediction with 721,799 reactions and 888 catalyst types from USPTO. Task: Predict which catalyst facilitates the given reaction. (1) Reactant: [H-].[Na+].[CH2:3]([OH:6])[C:4]#[CH:5].[CH:7]([C:9]1[CH:16]=[CH:15][C:12]([CH2:13]Cl)=[CH:11][CH:10]=1)=[CH2:8]. Product: [CH2:3]([O:6][CH2:13][C:12]1[CH:15]=[CH:16][C:9]([CH:7]=[CH2:8])=[CH:10][CH:11]=1)[C:4]#[CH:5]. The catalyst class is: 9. (2) Reactant: [CH2:1]([C:3]1[S:4][CH:5]=[C:6]([C:8]([N:10]2[CH2:15][C:14]3([CH2:20][CH2:19][N:18](C(OC(C)(C)C)=O)[CH2:17][CH2:16]3)[O:13][CH2:12][CH2:11]2)=[O:9])[N:7]=1)[CH3:2].Cl.CC(OC)(C)C. Product: [CH2:1]([C:3]1[S:4][CH:5]=[C:6]([C:8]([N:10]2[CH2:15][C:14]3([CH2:20][CH2:19][NH:18][CH2:17][CH2:16]3)[O:13][CH2:12][CH2:11]2)=[O:9])[N:7]=1)[CH3:2]. The catalyst class is: 41.